This data is from Catalyst prediction with 721,799 reactions and 888 catalyst types from USPTO. The task is: Predict which catalyst facilitates the given reaction. (1) Reactant: [Cl:1][CH2:2][CH2:3][CH2:4][O:5][C:6]1[CH:7]=[C:8]([CH2:12][C:13]([O:15]C)=[O:14])[CH:9]=[CH:10][CH:11]=1.[OH-].[Na+]. Product: [Cl:1][CH2:2][CH2:3][CH2:4][O:5][C:6]1[CH:7]=[C:8]([CH2:12][C:13]([OH:15])=[O:14])[CH:9]=[CH:10][CH:11]=1. The catalyst class is: 393. (2) Reactant: [NH2:1][C:2]1[CH:3]=[CH:4][CH:5]=[C:6]2[C:10]=1[NH:9][C:8]([C:11]([O:13][CH2:14][CH3:15])=[O:12])=[CH:7]2.[F:16][C:17]([F:29])([F:28])[C:18]1[CH:23]=[CH:22][CH:21]=[CH:20][C:19]=1[S:24](Cl)(=[O:26])=[O:25]. Product: [F:29][C:17]([F:16])([F:28])[C:18]1[CH:23]=[CH:22][CH:21]=[CH:20][C:19]=1[S:24]([NH:1][C:2]1[CH:3]=[CH:4][CH:5]=[C:6]2[C:10]=1[NH:9][C:8]([C:11]([O:13][CH2:14][CH3:15])=[O:12])=[CH:7]2)(=[O:25])=[O:26]. The catalyst class is: 17. (3) Reactant: [N+:1]([C:4]1[CH:9]=[CH:8][CH:7]=[C:6]([N+:10]([O-])=O)[C:5]=1[OH:13])([O-:3])=[O:2].[NH4+].[Cl-].[OH-].[NH4+].Cl. Product: [NH2:10][C:6]1[CH:7]=[CH:8][CH:9]=[C:4]([N+:1]([O-:3])=[O:2])[C:5]=1[OH:13]. The catalyst class is: 6. (4) Reactant: [CH3:1][N:2]([CH2:4][C:5]1[C:13]2[O:12][N:11]=[C:10]([CH2:14][CH2:15][CH:16]3[CH2:21][CH2:20][N:19]([CH2:22][CH:23]4[O:27][CH2:26][CH2:25][O:24]4)[CH2:18][CH2:17]3)[C:9]=2[CH:8]=[CH:7][C:6]=1[O:28][CH2:29][C:30]1[CH:35]=[CH:34][CH:33]=[CH:32][CH:31]=1)[CH3:3].[C:36]([OH:43])(=[O:42])/[CH:37]=[CH:38]/[C:39]([OH:41])=[O:40]. Product: [C:36]([OH:43])(=[O:42])/[CH:37]=[CH:38]/[C:39]([OH:41])=[O:40].[CH3:1][N:2]([CH2:4][C:5]1[C:13]2[O:12][N:11]=[C:10]([CH2:14][CH2:15][CH:16]3[CH2:21][CH2:20][N:19]([CH2:22][CH:23]4[O:24][CH2:25][CH2:26][O:27]4)[CH2:18][CH2:17]3)[C:9]=2[CH:8]=[CH:7][C:6]=1[O:28][CH2:29][C:30]1[CH:35]=[CH:34][CH:33]=[CH:32][CH:31]=1)[CH3:3]. The catalyst class is: 5.